Dataset: Forward reaction prediction with 1.9M reactions from USPTO patents (1976-2016). Task: Predict the product of the given reaction. (1) The product is: [Br:8][C:5]1[CH:4]=[N:3][C:2]2[N:7]([CH:9]=[CH:10][N:1]=2)[CH:6]=1. Given the reactants [NH2:1][C:2]1[N:7]=[CH:6][C:5]([Br:8])=[CH:4][N:3]=1.[CH2:9](OC(OCC)CBr)[CH3:10].Br.[OH-].[Na+], predict the reaction product. (2) The product is: [Cl:8][C:9]1[CH:14]=[C:13]([O:15][C:16]2[C:25]3[C:20](=[CH:21][C:22]([O:28][CH3:29])=[C:23]([O:26][CH3:27])[CH:24]=3)[N:19]=[CH:18][N:17]=2)[CH:12]=[CH:11][C:10]=1[N:30]([CH2:42][CH3:43])[C:31](=[O:41])[O:32][CH2:33][C:34]1[CH:39]=[CH:38][CH:37]=[CH:36][C:35]=1[Cl:40]. Given the reactants CN(C)C=O.[H-].[Na+].[Cl:8][C:9]1[CH:14]=[C:13]([O:15][C:16]2[C:25]3[C:20](=[CH:21][C:22]([O:28][CH3:29])=[C:23]([O:26][CH3:27])[CH:24]=3)[N:19]=[CH:18][N:17]=2)[CH:12]=[CH:11][C:10]=1[NH:30][C:31](=[O:41])[O:32][CH2:33][C:34]1[CH:39]=[CH:38][CH:37]=[CH:36][C:35]=1[Cl:40].[CH2:42](I)[CH3:43], predict the reaction product. (3) Given the reactants C([O:3][C:4]([C:6]1[CH:11]=[C:10]([N:12]2[CH:16]3[N:17]=[CH:18][N:19]=[C:20]([NH2:21])[CH:15]3[C:14]([C:22]3[CH:27]=[CH:26][C:25]([CH3:28])=[CH:24][CH:23]=3)=[CH:13]2)[CH:9]=[C:8]([C:29]([O:31]CC)=[O:30])[N:7]=1)=[O:5])C.[OH-].[Na+].C(O)(C(F)(F)F)=O, predict the reaction product. The product is: [NH2:21][C:20]1[CH:15]2[C:14]([C:22]3[CH:27]=[CH:26][C:25]([CH3:28])=[CH:24][CH:23]=3)=[CH:13][N:12]([C:10]3[CH:11]=[C:6]([C:4]([OH:5])=[O:3])[N:7]=[C:8]([C:29]([OH:31])=[O:30])[CH:9]=3)[CH:16]2[N:17]=[CH:18][N:19]=1. (4) Given the reactants [NH2:1][C:2]1[CH:11]=[CH:10][C:5]([C:6]([NH:8][CH3:9])=[O:7])=[C:4]([F:12])[CH:3]=1.Br[C:14]([CH3:19])([CH3:18])[C:15]([OH:17])=[O:16].ClCCl, predict the reaction product. The product is: [F:12][C:4]1[CH:3]=[C:2]([NH:1][C:14]([CH3:19])([CH3:18])[C:15]([OH:17])=[O:16])[CH:11]=[CH:10][C:5]=1[C:6](=[O:7])[NH:8][CH3:9]. (5) Given the reactants C[O:2][C:3](=[O:12])[C:4]1[CH:9]=[CH:8][C:7]([C:10]#[N:11])=[CH:6][CH:5]=1.[N-:13]=[N+:14]=[N-:15].[Na+].Cl.C(N(CC)CC)C.O, predict the reaction product. The product is: [NH:13]1[C:10]([C:7]2[CH:8]=[CH:9][C:4]([C:3]([OH:2])=[O:12])=[CH:5][CH:6]=2)=[N:11][N:15]=[N:14]1. (6) Given the reactants [Cl:1][C:2]1[C:3]([C:8]2[CH:16]=[C:15]([C:17]([F:20])([F:19])[F:18])[CH:14]=[CH:13][C:9]=2[C:10](O)=[O:11])=[N:4][CH:5]=[CH:6][CH:7]=1.S(Cl)([Cl:23])=O, predict the reaction product. The product is: [Cl:1][C:2]1[C:3]([C:8]2[CH:16]=[C:15]([C:17]([F:20])([F:19])[F:18])[CH:14]=[CH:13][C:9]=2[C:10]([Cl:23])=[O:11])=[N:4][CH:5]=[CH:6][CH:7]=1. (7) Given the reactants [C:1]([CH2:9][CH2:10][C:11]([OH:13])=O)(=[O:8])[C:2]1[CH:7]=[CH:6][CH:5]=[CH:4][CH:3]=1.CN1C=CN=C1.S(Cl)(Cl)=O.[CH2:24]([C:26]1[N:27]=[C:28]([C@@H:31]([NH2:42])[CH2:32][C:33]2[CH:38]=[CH:37][C:36]([N+:39]([O-:41])=[O:40])=[CH:35][CH:34]=2)[S:29][CH:30]=1)[CH3:25], predict the reaction product. The product is: [CH2:24]([C:26]1[N:27]=[C:28]([C@@H:31]([NH:42][C:11](=[O:13])[CH2:10][CH2:9][C:1](=[O:8])[C:2]2[CH:3]=[CH:4][CH:5]=[CH:6][CH:7]=2)[CH2:32][C:33]2[CH:38]=[CH:37][C:36]([N+:39]([O-:41])=[O:40])=[CH:35][CH:34]=2)[S:29][CH:30]=1)[CH3:25].